This data is from Forward reaction prediction with 1.9M reactions from USPTO patents (1976-2016). The task is: Predict the product of the given reaction. (1) The product is: [CH3:23][N:22]([CH3:24])[S:19]([CH2:18][C:15]1[CH:16]=[CH:17][C:10]2[CH:9]=[CH:8][C:5]3=[N:6][CH:7]=[C:2]([C:29]4[CH:28]=[N:27][N:26]([CH3:25])[CH:30]=4)[CH:3]=[C:4]3[C:12](=[O:13])[C:11]=2[CH:14]=1)(=[O:21])=[O:20]. Given the reactants Cl[C:2]1[CH:3]=[C:4]2[C:12](=[O:13])[C:11]3[CH:14]=[C:15]([CH2:18][S:19]([N:22]([CH3:24])[CH3:23])(=[O:21])=[O:20])[CH:16]=[CH:17][C:10]=3[CH:9]=[CH:8][C:5]2=[N:6][CH:7]=1.[CH3:25][N:26]1[CH:30]=[C:29](B2OC(C)(C)C(C)(C)O2)[CH:28]=[N:27]1.F[B-](F)(F)F.C([PH+](C(C)(C)C)C(C)(C)C)(C)(C)C.[F-].[K+], predict the reaction product. (2) Given the reactants [C:1]([O:5][C:6]([N:8]1[CH2:13][CH2:12][N:11]2[C:14]([CH2:17][CH3:18])=[N:15][CH:16]=[C:10]2[CH:9]1[CH2:19][CH2:20][C:21]1[CH:26]=[C:25]([F:27])[C:24]([O:28][CH3:29])=[C:23]([F:30])[CH:22]=1)=[O:7])([CH3:4])([CH3:3])[CH3:2].C(Cl)[Cl:32].CO, predict the reaction product. The product is: [C:1]([O:5][C:6]([N:8]1[CH2:13][CH2:12][N:11]2[C:14]([CH2:17][CH3:18])=[N:15][C:16]([Cl:32])=[C:10]2[CH:9]1[CH2:19][CH2:20][C:21]1[CH:22]=[C:23]([F:30])[C:24]([O:28][CH3:29])=[C:25]([F:27])[CH:26]=1)=[O:7])([CH3:4])([CH3:2])[CH3:3]. (3) Given the reactants [NH2:1][C:2]1[CH:3]=[C:4]([CH:9]=[CH:10][CH:11]=1)[C:5]([O:7][CH3:8])=[O:6].[C:12]([N:19]1[CH2:24][CH2:23][C:22](=O)[CH2:21][CH2:20]1)([O:14][C:15]([CH3:18])([CH3:17])[CH3:16])=[O:13].[Cl:26][C:27]1[CH:28]=[CH:29][C:30]([F:35])=[C:31]([CH:34]=1)[CH2:32]Br, predict the reaction product. The product is: [C:15]([O:14][C:12]([N:19]1[CH2:24][CH2:23][CH:22]([N:1]([CH2:32][C:31]2[CH:34]=[C:27]([Cl:26])[CH:28]=[CH:29][C:30]=2[F:35])[C:2]2[CH:11]=[CH:10][CH:9]=[C:4]([C:5]([O:7][CH3:8])=[O:6])[CH:3]=2)[CH2:21][CH2:20]1)=[O:13])([CH3:18])([CH3:17])[CH3:16]. (4) The product is: [OH:21][N:20]1[C:2](=[O:1])[C@H:6]([O:7][C:8](=[O:12])[CH:9]([CH3:11])[CH3:10])[C@@H:5]([O:13][C:14](=[O:18])[CH:15]([CH3:17])[CH3:16])[C:4]1=[O:3]. Given the reactants [O:1]=[C:2]1[C@@H:6]([O:7][C:8](=[O:12])[CH:9]([CH3:11])[CH3:10])[C@H:5]([O:13][C:14](=[O:18])[CH:15]([CH3:17])[CH3:16])[C:4](=O)[O:3]1.[NH2:20][OH:21], predict the reaction product. (5) Given the reactants [NH2:1][C:2]1[N:7]([CH2:8][CH2:9][CH3:10])[C:6](=[O:11])[N:5]([CH2:12][C:13]2[CH:18]=[CH:17][C:16]([Cl:19])=[CH:15][CH:14]=2)[C:4](=[O:20])[CH:3]=1.[N:21]([O-])=[O:22].[Na+], predict the reaction product. The product is: [NH2:1][C:2]1[N:7]([CH2:8][CH2:9][CH3:10])[C:6](=[O:11])[N:5]([CH2:12][C:13]2[CH:14]=[CH:15][C:16]([Cl:19])=[CH:17][CH:18]=2)[C:4](=[O:20])[C:3]=1[N:21]=[O:22]. (6) Given the reactants Cl[C:2]1[CH:3]=[CH:4][C:5]2[N:12]3[CH2:13][C@H:8]([CH2:9][CH2:10][CH2:11]3)[NH:7][C:6]=2[N:14]=1.[N:15]1([C:22]([O:24][C:25]([CH3:28])([CH3:27])[CH3:26])=[O:23])[CH2:21][CH2:20][CH2:19][NH:18][CH2:17][CH2:16]1.CC(C)([O-])C.[K+].COCCOC, predict the reaction product. The product is: [N:14]1[C:6]2[NH:7][C@@H:8]3[CH2:13][N:12]([C:5]=2[CH:4]=[CH:3][C:2]=1[N:18]1[CH2:19][CH2:20][CH2:21][N:15]([C:22]([O:24][C:25]([CH3:28])([CH3:27])[CH3:26])=[O:23])[CH2:16][CH2:17]1)[CH2:11][CH2:10][CH2:9]3. (7) Given the reactants [CH2:1]([O:3][C:4](=[O:44])[CH2:5][CH2:6][CH2:7][O:8][C:9]1[CH:14]=[CH:13][CH:12]=[C:11]([CH2:15][CH2:16][CH2:17][CH2:18][CH2:19][CH2:20][O:21][C:22]2[CH:27]=[C:26](Br)[CH:25]=[C:24]([O:29][CH2:30][C:31]3[CH:36]=[CH:35][CH:34]=[CH:33][CH:32]=3)[CH:23]=2)[C:10]=1[CH2:37][CH2:38][C:39]([O:41][CH2:42][CH3:43])=[O:40])[CH3:2].[F:45][C:46]1[CH:47]=[C:48](B(O)O)[CH:49]=[CH:50][CH:51]=1.C(=O)([O-])[O-].[Cs+].[Cs+], predict the reaction product. The product is: [CH2:1]([O:3][C:4](=[O:44])[CH2:5][CH2:6][CH2:7][O:8][C:9]1[CH:14]=[CH:13][CH:12]=[C:11]([CH2:15][CH2:16][CH2:17][CH2:18][CH2:19][CH2:20][O:21][C:22]2[CH:27]=[C:26]([C:50]3[CH:49]=[CH:48][CH:47]=[C:46]([F:45])[CH:51]=3)[CH:25]=[C:24]([O:29][CH2:30][C:31]3[CH:36]=[CH:35][CH:34]=[CH:33][CH:32]=3)[CH:23]=2)[C:10]=1[CH2:37][CH2:38][C:39]([O:41][CH2:42][CH3:43])=[O:40])[CH3:2]. (8) Given the reactants [CH2:1]([O:3][C:4](=[O:28])[CH:5]([CH:11]1[CH2:14][N:13](C(C2C=CC=CC=2)C2C=CC=CC=2)[CH2:12]1)[C:6]([O:8][CH2:9][CH3:10])=[O:7])[CH3:2].[CH3:41][C:40]([O:39][C:37](O[C:37]([O:39][C:40]([CH3:43])([CH3:42])[CH3:41])=[O:38])=[O:38])([CH3:43])[CH3:42], predict the reaction product. The product is: [CH2:9]([O:8][C:6](=[O:7])[CH:5]([CH:11]1[CH2:14][N:13]([C:37]([O:39][C:40]([CH3:41])([CH3:42])[CH3:43])=[O:38])[CH2:12]1)[C:4]([O:3][CH2:1][CH3:2])=[O:28])[CH3:10].